Dataset: Forward reaction prediction with 1.9M reactions from USPTO patents (1976-2016). Task: Predict the product of the given reaction. (1) Given the reactants [F:1][C:2]1[C:7]([F:8])=[CH:6][C:5]([C:9]2[CH:14]=[CH:13][C:12]([O:15][CH2:16][C:17]3[CH:18]=[CH:19][C:20]4[O:24][N:23]=[C:22]([OH:25])[C:21]=4[CH:26]=3)=[CH:11][CH:10]=2)=[C:4]([O:27][CH3:28])[CH:3]=1.CCOC(/N=N/C(OCC)=O)=O.C1(P(C2C=CC=CC=2)C2C=CC=CC=2)C=CC=CC=1.[C:60]([O:64][C:65](=[O:69])[CH2:66][CH2:67]O)([CH3:63])([CH3:62])[CH3:61], predict the reaction product. The product is: [C:60]([O:64][C:65](=[O:69])[CH2:66][CH2:67][O:25][C:22]1[C:21]2[CH:26]=[C:17]([CH2:16][O:15][C:12]3[CH:11]=[CH:10][C:9]([C:5]4[CH:6]=[C:7]([F:8])[C:2]([F:1])=[CH:3][C:4]=4[O:27][CH3:28])=[CH:14][CH:13]=3)[CH:18]=[CH:19][C:20]=2[O:24][N:23]=1)([CH3:63])([CH3:62])[CH3:61]. (2) The product is: [C:1]([C:3]1[CH:4]=[C:5]([CH:8]=[CH:9][C:10]=1[F:11])[CH:6]=[N:13][OH:12])#[N:2]. Given the reactants [C:1]([C:3]1[CH:4]=[C:5]([CH:8]=[CH:9][C:10]=1[F:11])[CH:6]=O)#[N:2].[OH:12][NH2:13].C([O-])(=O)C.[Na+], predict the reaction product. (3) Given the reactants [Cl:1][C:2]1[CH:3]=[C:4]([NH:19][C:20]2[C:21]3[N:28]([CH2:29][C:30](O)=[O:31])[CH:27]=[CH:26][C:22]=3[N:23]=[CH:24][N:25]=2)[CH:5]=[CH:6][C:7]=1[O:8][C:9]1[CH:14]=[CH:13][CH:12]=[C:11]([C:15]([F:18])([F:17])[F:16])[CH:10]=1.[CH3:33][S:34]([CH2:37][CH2:38][NH2:39])(=[O:36])=[O:35].N1(O)C2C=CC=CC=2N=N1.Cl.CN(C)CCCN=C=NCC, predict the reaction product. The product is: [Cl:1][C:2]1[CH:3]=[C:4]([NH:19][C:20]2[C:21]3[N:28]([CH2:29][C:30]([NH:39][CH2:38][CH2:37][S:34]([CH3:33])(=[O:36])=[O:35])=[O:31])[CH:27]=[CH:26][C:22]=3[N:23]=[CH:24][N:25]=2)[CH:5]=[CH:6][C:7]=1[O:8][C:9]1[CH:14]=[CH:13][CH:12]=[C:11]([C:15]([F:16])([F:17])[F:18])[CH:10]=1. (4) Given the reactants I[C:2]1[C:10]2[C:5](=[CH:6][CH:7]=[C:8]([C:11]3[O:12][C:13]([CH3:16])=[N:14][N:15]=3)[CH:9]=2)[N:4]([S:17]([C:20]2[CH:26]=[CH:25][C:23]([CH3:24])=[CH:22][CH:21]=2)(=[O:19])=[O:18])[CH:3]=1.[CH:27]([O:30][C:31]1[CH:36]=[CH:35][CH:34]=[C:33](B2OC(C)(C)C(C)(C)O2)[N:32]=1)([CH3:29])[CH3:28].C1(P(C2CCCCC2)C2C=CC=CC=2C2C(C(C)C)=CC(C(C)C)=CC=2C(C)C)CCCCC1.P([O-])([O-])([O-])=O.[K+].[K+].[K+], predict the reaction product. The product is: [CH:27]([O:30][C:31]1[N:32]=[C:33]([C:2]2[C:10]3[C:5](=[CH:6][CH:7]=[C:8]([C:11]4[O:12][C:13]([CH3:16])=[N:14][N:15]=4)[CH:9]=3)[N:4]([S:17]([C:20]3[CH:21]=[CH:22][C:23]([CH3:24])=[CH:25][CH:26]=3)(=[O:18])=[O:19])[CH:3]=2)[CH:34]=[CH:35][CH:36]=1)([CH3:29])[CH3:28]. (5) Given the reactants Br[CH2:2][C:3]1[C:11]2[O:10][CH:9]=[CH:8][C:7]=2[CH:6]=[C:5]([N+:12]([O-:14])=[O:13])[CH:4]=1.[C@H:15]12[CH2:21][C@H:18]([NH:19][CH2:20]1)[CH2:17][N:16]2[C:22]([O:24][C:25]([CH3:28])([CH3:27])[CH3:26])=[O:23], predict the reaction product. The product is: [N+:12]([C:5]1[CH:4]=[C:3]([CH2:2][N:19]2[CH2:20][C@@H:15]3[CH2:21][C@H:18]2[CH2:17][N:16]3[C:22]([O:24][C:25]([CH3:28])([CH3:27])[CH3:26])=[O:23])[C:11]2[O:10][CH:9]=[CH:8][C:7]=2[CH:6]=1)([O-:14])=[O:13]. (6) Given the reactants [F:1][C:2]1[CH:11]=[CH:10][C:9](I)=[CH:8][C:3]=1[C:4]([O:6][CH3:7])=[O:5].C([Mg]Cl)(C)C.[Br:18][C:19]1[CH:27]=[CH:26][C:22]([C:23](Cl)=[O:24])=[CH:21][CH:20]=1, predict the reaction product. The product is: [Br:18][C:19]1[CH:27]=[CH:26][C:22]([C:23]([C:9]2[CH:10]=[CH:11][C:2]([F:1])=[C:3]([CH:8]=2)[C:4]([O:6][CH3:7])=[O:5])=[O:24])=[CH:21][CH:20]=1. (7) Given the reactants [N+:1]([C:4]1[CH:5]=[C:6]([CH:21]=[CH:22][CH:23]=1)[CH2:7][N:8]1[CH2:12][CH2:11][C@@H:10]([NH:13][C:14](=[O:20])[O:15][C:16]([CH3:19])([CH3:18])[CH3:17])[CH2:9]1)([O-])=O.[NH4+].[Cl-], predict the reaction product. The product is: [NH2:1][C:4]1[CH:5]=[C:6]([CH:21]=[CH:22][CH:23]=1)[CH2:7][N:8]1[CH2:12][CH2:11][C@@H:10]([NH:13][C:14](=[O:20])[O:15][C:16]([CH3:17])([CH3:18])[CH3:19])[CH2:9]1.